Predict the reactants needed to synthesize the given product. From a dataset of Retrosynthesis with 50K atom-mapped reactions and 10 reaction types from USPTO. (1) Given the product CCCc1c(OCCCC(=O)NCc2ccco2)ccc2c(CC(C)(C)C)noc12, predict the reactants needed to synthesize it. The reactants are: CCCc1c(OCCCC(=O)O)ccc2c(CC(C)(C)C)noc12.NCc1ccco1. (2) Given the product COC(=O)c1ccc(C(CC2CCOCC2)C(=O)Nc2nccs2)cc1, predict the reactants needed to synthesize it. The reactants are: COC(=O)c1ccc(C(CC2CCOCC2)C(=O)O)cc1.Nc1nccs1. (3) Given the product O=C(Nc1ccc(Oc2ccc(F)cc2)cc1)[C@@H]1C[C@@H](Cc2ccccc2F)CN1C(=O)Cn1nccn1, predict the reactants needed to synthesize it. The reactants are: O=C(Nc1ccc(Oc2ccc(F)cc2)cc1)[C@@H]1C[C@@H](Cc2ccccc2F)CN1.O=C(O)Cn1nccn1. (4) Given the product CCOC(=O)Cn1nnc(-c2cnc(N3CCN(C(=O)c4cccc(F)c4C(F)(F)F)CC3)s2)n1, predict the reactants needed to synthesize it. The reactants are: CCOC(=O)Cn1nnc(-c2cnc(N3CCNCC3)s2)n1.O=C(Cl)c1cccc(F)c1C(F)(F)F. (5) Given the product Cc1ccc(C(=O)Nc2ccc(CN3CCN(C)CC3)c(C(F)(F)F)c2)cc1C#Cc1cncc2nc[nH]c12, predict the reactants needed to synthesize it. The reactants are: C#Cc1cncc2nc[nH]c12.Cc1ccc(C(=O)Nc2ccc(CN3CCN(C)CC3)c(C(F)(F)F)c2)cc1I.